This data is from Catalyst prediction with 721,799 reactions and 888 catalyst types from USPTO. The task is: Predict which catalyst facilitates the given reaction. Reactant: C[O:2][C:3](=[O:41])[C:4]1[CH:9]=[C:8]([O:10][C:11]2[CH:16]=[CH:15][C:14]([NH:17][S:18]([C:21]3[CH:26]=[CH:25][C:24]([CH3:27])=[CH:23][CH:22]=3)(=[O:20])=[O:19])=[C:13]([CH:28]=[CH2:29])[CH:12]=2)[CH:7]=[CH:6][C:5]=1[NH:30][S:31]([C:34]1[CH:39]=[CH:38][C:37]([CH3:40])=[CH:36][CH:35]=1)(=[O:33])=[O:32].[Li+].[OH-].O.Cl. Product: [C:37]1([CH3:40])[CH:36]=[CH:35][C:34]([S:31]([NH:30][C:5]2[CH:6]=[CH:7][C:8]([O:10][C:11]3[CH:16]=[CH:15][C:14]([NH:17][S:18]([C:21]4[CH:22]=[CH:23][C:24]([CH3:27])=[CH:25][CH:26]=4)(=[O:19])=[O:20])=[C:13]([CH:28]=[CH2:29])[CH:12]=3)=[CH:9][C:4]=2[C:3]([OH:41])=[O:2])(=[O:32])=[O:33])=[CH:39][CH:38]=1. The catalyst class is: 1.